From a dataset of Full USPTO retrosynthesis dataset with 1.9M reactions from patents (1976-2016). Predict the reactants needed to synthesize the given product. Given the product [OH:58][C:51]1[C:50]([CH2:49][NH:48][C:12](=[O:14])[C:11]2[CH:10]=[CH:9][C:8]([CH:6]([O:5][CH2:1][CH:2]([CH3:3])[CH3:4])[CH3:7])=[CH:16][CH:15]=2)=[C:55]([CH3:56])[CH:54]=[C:53]([CH3:57])[N:52]=1, predict the reactants needed to synthesize it. The reactants are: [CH2:1]([O:5][CH:6]([C:8]1[CH:16]=[CH:15][C:11]([C:12]([OH:14])=O)=[CH:10][CH:9]=1)[CH3:7])[CH:2]([CH3:4])[CH3:3].F[P-](F)(F)(F)(F)F.N1(OC(N(C)C)=[N+](C)C)C2N=CC=CC=2N=N1.C(N(CC)CC)C.[NH2:48][CH2:49][C:50]1[C:51]([OH:58])=[N:52][C:53]([CH3:57])=[CH:54][C:55]=1[CH3:56].